This data is from Reaction yield outcomes from USPTO patents with 853,638 reactions. The task is: Predict the reaction yield, written as a fraction of the theoretical maximum amount of product (1.0 means a 100% yield; for example, 0.34 means a 34% yield). (1) The reactants are [C:1]([NH:5][S:6]([C:9]1[C:10]([C:15]2[CH:20]=[CH:19][C:18]([NH:21][CH2:22][C:23]3[CH:24]=[N:25][C:26]([CH3:32])=[C:27]([OH:31])[C:28]=3[CH2:29][OH:30])=[CH:17][CH:16]=2)=[CH:11][CH:12]=[CH:13][CH:14]=1)(=[O:8])=[O:7])([CH3:4])([CH3:3])[CH3:2].Br[CH2:34][C:35]1[CH:40]=[CH:39][CH:38]=[C:37]([C:41]#[N:42])[CH:36]=1.C(=O)([O-])[O-].[K+].[K+]. The catalyst is CN(C=O)C. The product is [C:1]([NH:5][S:6]([C:9]1[C:10]([C:15]2[CH:16]=[CH:17][C:18]([NH:21][CH2:22][C:23]3[CH:24]=[N:25][C:26]([CH3:32])=[C:27]([O:31][CH2:34][C:35]4[CH:40]=[CH:39][CH:38]=[C:37]([C:41]#[N:42])[CH:36]=4)[C:28]=3[CH2:29][OH:30])=[CH:19][CH:20]=2)=[CH:11][CH:12]=[CH:13][CH:14]=1)(=[O:8])=[O:7])([CH3:4])([CH3:3])[CH3:2]. The yield is 0.620. (2) The reactants are [Mg].Br[C:3]1[CH:8]=[CH:7][C:6]([Br:9])=[CH:5][CH:4]=1.[CH3:10][C:11]([N:15]1[CH2:20][CH2:19][O:18][CH2:17][CH2:16]1)(C)[C:12]#N. The catalyst is C1COCC1. The product is [Br:9][C:6]1[CH:7]=[CH:8][C:3]([C:11]([N:15]2[CH2:20][CH2:19][O:18][CH2:17][CH2:16]2)([CH3:12])[CH3:10])=[CH:4][CH:5]=1. The yield is 0.100. (3) The reactants are [CH3:1][O:2][CH2:3][CH2:4][CH2:5][C:6]1[S:10][C:9]([C:11]2[CH:16]=[CH:15][CH:14]=[CH:13][CH:12]=2)=[N:8][C:7]=1[C:17](Cl)=[O:18].[N:20]1[C:28]2[C:23](=[N:24][CH:25]=[CH:26][CH:27]=2)[S:22][C:21]=1[C:29]1[CH:35]=[CH:34][CH:33]=[CH:32][C:30]=1[NH2:31].CCN(C(C)C)C(C)C. The catalyst is C(#N)C. The product is [CH3:1][O:2][CH2:3][CH2:4][CH2:5][C:6]1[S:10][C:9]([C:11]2[CH:16]=[CH:15][CH:14]=[CH:13][CH:12]=2)=[N:8][C:7]=1[C:17]([NH:31][C:30]1[CH:32]=[CH:33][CH:34]=[CH:35][C:29]=1[C:21]1[S:22][C:23]2[C:28]([N:20]=1)=[CH:27][CH:26]=[CH:25][N:24]=2)=[O:18]. The yield is 0.860. (4) The reactants are [H-].[Na+].[N:3]1[CH:8]=[CH:7][CH:6]=[CH:5][C:4]=1[NH:9][C:10]1[CH:15]=[CH:14][CH:13]=[CH:12][N:11]=1.Br[CH2:17][CH2:18][CH2:19][CH2:20][CH2:21][C:22]([O:24][CH3:25])=[O:23].CCOC(C)=O. The catalyst is CN(C=O)C.[Cl-].[Na+].O. The product is [CH3:25][O:24][C:22](=[O:23])[CH2:21][CH2:20][CH2:19][CH2:18][CH2:17][N:9]([C:10]1[CH:15]=[CH:14][CH:13]=[CH:12][N:11]=1)[C:4]1[CH:5]=[CH:6][CH:7]=[CH:8][N:3]=1. The yield is 0.240. (5) The reactants are [CH2:1]([C:3]1[N:4]([C:28]2[CH:33]=[CH:32][C:31]([OH:34])=[CH:30][CH:29]=2)[C:5](=[O:27])[C:6]([CH2:12][C:13]2[CH:18]=[CH:17][C:16]([C:19]3[C:20]([C:25]#[N:26])=[CH:21][CH:22]=[CH:23][CH:24]=3)=[CH:15][CH:14]=2)=[C:7]([CH2:9][CH2:10][CH3:11])[N:8]=1)[CH3:2].[Si:35]([O:42][C:43]([C@@H:46]1[CH2:51][CH2:50][C@H:49](O)[CH2:48][CH2:47]1)([CH3:45])[CH3:44])([C:38]([CH3:41])([CH3:40])[CH3:39])([CH3:37])[CH3:36].C1(P(C2C=CC=CC=2)C2C=CC=CC=2)C=CC=CC=1.N(C(OC(C)C)=O)=NC(OC(C)C)=O. The catalyst is O1CCCC1.O.C(OCC)(=O)C. The product is [Si:35]([O:42][C:43]([C@H:46]1[CH2:47][CH2:48][C@H:49]([O:34][C:31]2[CH:32]=[CH:33][C:28]([N:4]3[C:5](=[O:27])[C:6]([CH2:12][C:13]4[CH:18]=[CH:17][C:16]([C:19]5[C:20]([C:25]#[N:26])=[CH:21][CH:22]=[CH:23][CH:24]=5)=[CH:15][CH:14]=4)=[C:7]([CH2:9][CH2:10][CH3:11])[N:8]=[C:3]3[CH2:1][CH3:2])=[CH:29][CH:30]=2)[CH2:50][CH2:51]1)([CH3:45])[CH3:44])([C:38]([CH3:39])([CH3:40])[CH3:41])([CH3:37])[CH3:36]. The yield is 0.540. (6) The reactants are [C:1]([NH:5][C:6]([C:8]1[CH:13]=[CH:12][CH:11]=[C:10]([C:14]2[C:22]3[C:17](=[CH:18][CH:19]=[C:20]([C:23]4[N:27]=[CH:26][N:25](C(C5C=CC=CC=5)(C5C=CC=CC=5)C5C=CC=CC=5)[N:24]=4)[CH:21]=3)[N:16](C3CCCCO3)[N:15]=2)[CH:9]=1)=[O:7])([CH3:4])([CH3:3])[CH3:2].Cl.C(=O)(O)[O-].[Na+]. The catalyst is O1CCOCC1. The product is [NH:24]1[C:23]([C:20]2[CH:21]=[C:22]3[C:17](=[CH:18][CH:19]=2)[NH:16][N:15]=[C:14]3[C:10]2[CH:9]=[C:8]([C:6]([NH:5][C:1]([CH3:4])([CH3:3])[CH3:2])=[O:7])[CH:13]=[CH:12][CH:11]=2)=[N:27][CH:26]=[N:25]1. The yield is 0.550. (7) The reactants are [Cl:1][C:2]1[N:10]=[C:9]2[C:5]([N:6]=[C:7]([CH:12]=O)[N:8]2[CH3:11])=[C:4]([N:14]2[CH2:19][CH2:18][O:17][CH2:16][CH2:15]2)[N:3]=1.[O:20]1[CH2:25][CH2:24][CH:23]([N:26]2[CH2:31][CH2:30][NH:29][CH2:28][CH2:27]2)[CH2:22][CH2:21]1.C(O[BH-](OC(=O)C)OC(=O)C)(=O)C.[Na+]. The catalyst is ClCCCl. The product is [Cl:1][C:2]1[N:10]=[C:9]2[C:5]([N:6]=[C:7]([CH2:12][N:29]3[CH2:28][CH2:27][N:26]([CH:23]4[CH2:24][CH2:25][O:20][CH2:21][CH2:22]4)[CH2:31][CH2:30]3)[N:8]2[CH3:11])=[C:4]([N:14]2[CH2:19][CH2:18][O:17][CH2:16][CH2:15]2)[N:3]=1. The yield is 0.980. (8) The reactants are CC1(C)C(C)(C)OB([C:9]2[CH:10]=[C:11]([CH2:15][C:16]([O:18][CH2:19][CH3:20])=[O:17])[CH:12]=[CH:13][CH:14]=2)O1.Br[C:23]1[N:27]([CH3:28])[N:26]=[CH:25][CH:24]=1.C([O-])([O-])=O.[K+].[K+].O1CCOCC1. The catalyst is C1C=CC(P(C2C=CC=CC=2)[C-]2C=CC=C2)=CC=1.C1C=CC(P(C2C=CC=CC=2)[C-]2C=CC=C2)=CC=1.Cl[Pd]Cl.[Fe+2].O. The product is [CH3:28][N:27]1[C:23]([C:9]2[CH:10]=[C:11]([CH2:15][C:16]([O:18][CH2:19][CH3:20])=[O:17])[CH:12]=[CH:13][CH:14]=2)=[CH:24][CH:25]=[N:26]1. The yield is 0.700.